Dataset: Reaction yield outcomes from USPTO patents with 853,638 reactions. Task: Predict the reaction yield, written as a fraction of the theoretical maximum amount of product (1.0 means a 100% yield; for example, 0.34 means a 34% yield). The reactants are [Br:1][C:2]1[CH:7]=[C:6]([CH2:8][OH:9])[CH:5]=[C:4]([OH:10])[C:3]=1[C:11]([C:13]1[CH:18]=[CH:17][C:16]([O:19][CH3:20])=[CH:15][CH:14]=1)=[O:12].[C:21](OC=C)(=[O:23])[CH3:22].CCCC[Sn](Cl)(O[Sn](Cl)(CCCC)CCCC)CCCC.C(OCC1C=C(O)C(C(C2C=CC(OC)=CC=2)=O)=C(Cl)C=1)(=O)C. The catalyst is O1CCCC1. The product is [C:21]([O:9][CH2:8][C:6]1[CH:5]=[C:4]([OH:10])[C:3]([C:11]([C:13]2[CH:18]=[CH:17][C:16]([O:19][CH3:20])=[CH:15][CH:14]=2)=[O:12])=[C:2]([Br:1])[CH:7]=1)(=[O:23])[CH3:22]. The yield is 0.530.